Task: Predict the reactants needed to synthesize the given product.. Dataset: Full USPTO retrosynthesis dataset with 1.9M reactions from patents (1976-2016) (1) The reactants are: [CH:1]1([NH:6][C:7]2[N:12]=[C:11]([O:13]C)[C:10]([C:15]3[CH:20]=[CH:19][C:18]([O:21][C:22]4[CH:27]=[CH:26][N:25]=[C:24]([C:28]5[CH:29]=[N:30][N:31]([CH3:33])[CH:32]=5)[CH:23]=4)=[C:17]([CH3:34])[N:16]=3)=[CH:9][N:8]=2)[CH2:5][CH2:4][CH2:3][CH2:2]1.Br. Given the product [CH:1]1([NH:6][C:7]2[NH:12][C:11](=[O:13])[C:10]([C:15]3[CH:20]=[CH:19][C:18]([O:21][C:22]4[CH:27]=[CH:26][N:25]=[C:24]([C:28]5[CH:29]=[N:30][N:31]([CH3:33])[CH:32]=5)[CH:23]=4)=[C:17]([CH3:34])[N:16]=3)=[CH:9][N:8]=2)[CH2:2][CH2:3][CH2:4][CH2:5]1, predict the reactants needed to synthesize it. (2) Given the product [C:43]([O:42][C:40]([N:37]1[CH2:38][CH2:39][N:34]([C:31]2[N:32]=[CH:33][C:28]([C:2]3[CH:3]=[C:4]([C:16]([O:18][CH3:19])=[O:17])[C:5]4[C:6]([CH3:15])=[CH:7][N:8]([CH:11]([CH2:13][CH3:14])[CH3:12])[C:9]=4[CH:10]=3)=[CH:29][CH:30]=2)[CH2:35][CH2:36]1)=[O:41])([CH3:46])([CH3:44])[CH3:45], predict the reactants needed to synthesize it. The reactants are: Br[C:2]1[CH:3]=[C:4]([C:16]([O:18][CH3:19])=[O:17])[C:5]2[C:6]([CH3:15])=[CH:7][N:8]([CH:11]([CH2:13][CH3:14])[CH3:12])[C:9]=2[CH:10]=1.CC1(C)C(C)(C)OB([C:28]2[CH:29]=[CH:30][C:31]([N:34]3[CH2:39][CH2:38][N:37]([C:40]([O:42][C:43]([CH3:46])([CH3:45])[CH3:44])=[O:41])[CH2:36][CH2:35]3)=[N:32][CH:33]=2)O1.[O-]P([O-])([O-])=O.[K+].[K+].[K+]. (3) Given the product [Br:42][C:43]1[CH:48]=[CH:47][C:46]([S:49]([NH:10][C@H:11]2[CH2:16][CH2:15][C@H:14]([CH2:17][NH:18][C:19]3[N:28]=[C:27]([N:29]([CH3:31])[CH3:30])[C:26]4[C:21](=[CH:22][CH:23]=[CH:24][CH:25]=4)[N:20]=3)[CH2:13][CH2:12]2)(=[O:51])=[O:50])=[C:45]([O:53][C:54]([F:57])([F:56])[F:55])[CH:44]=1, predict the reactants needed to synthesize it. The reactants are: C(OC(=O)[NH:10][C@H:11]1[CH2:16][CH2:15][C@H:14]([CH2:17][NH:18][C:19]2[N:28]=[C:27]([N:29]([CH3:31])[CH3:30])[C:26]3[C:21](=[CH:22][CH:23]=[CH:24][CH:25]=3)[N:20]=2)[CH2:13][CH2:12]1)C1C=CC=CC=1.C(N(C(C)C)CC)(C)C.[Br:42][C:43]1[CH:48]=[CH:47][C:46]([S:49](Cl)(=[O:51])=[O:50])=[C:45]([O:53][C:54]([F:57])([F:56])[F:55])[CH:44]=1. (4) Given the product [CH3:2][CH:3]1[O:7][C:6](=[O:8])[N:5]([CH2:15][C:14]2[CH:17]=[CH:18][CH:19]=[CH:20][C:13]=2[N+:10]([O-:12])=[O:11])[C:4]1=[O:9], predict the reactants needed to synthesize it. The reactants are: [Na].[CH3:2][CH:3]1[O:7][C:6](=[O:8])[NH:5][C:4]1=[O:9].[N+:10]([C:13]1[CH:20]=[CH:19][CH:18]=[CH:17][C:14]=1[CH2:15]Br)([O-:12])=[O:11].[Cl-].[NH4+]. (5) The reactants are: [F:1][C:2]1[CH:7]=[CH:6][C:5]([C:8]2[C:9]([C:13]3[CH:18]=[CH:17][CH:16]=[C:15]([CH3:19])[N:14]=3)=[N:10][NH:11][CH:12]=2)=[CH:4][C:3]=1[C:20]1[N:21]=[C:22]([CH2:25][CH2:26][OH:27])[NH:23][CH:24]=1.[H-].[Na+].[CH3:30][S:31](Cl)(=[O:33])=[O:32].O. Given the product [CH3:30][S:31]([O:27][CH2:26][CH2:25][C:22]1[NH:23][CH:24]=[C:20]([C:3]2[CH:4]=[C:5]([C:8]3[C:9]([C:13]4[CH:18]=[CH:17][CH:16]=[C:15]([CH3:19])[N:14]=4)=[N:10][NH:11][CH:12]=3)[CH:6]=[CH:7][C:2]=2[F:1])[N:21]=1)(=[O:33])=[O:32], predict the reactants needed to synthesize it. (6) Given the product [Cl:15][C:16]1[CH:17]=[C:18]([CH:22]([NH:29][C:9]([CH2:8][NH:7][C:6](=[O:12])[C:5]2[CH:4]=[CH:3][C:2]([F:1])=[CH:14][CH:13]=2)=[O:11])[C:23]2[CH:24]=[CH:25][CH:26]=[CH:27][CH:28]=2)[CH:19]=[CH:20][CH:21]=1, predict the reactants needed to synthesize it. The reactants are: [F:1][C:2]1[CH:14]=[CH:13][C:5]([C:6](=[O:12])[NH:7][CH2:8][C:9]([OH:11])=O)=[CH:4][CH:3]=1.[Cl:15][C:16]1[CH:17]=[C:18]([CH:22]([NH2:29])[C:23]2[CH:28]=[CH:27][CH:26]=[CH:25][CH:24]=2)[CH:19]=[CH:20][CH:21]=1. (7) Given the product [CH3:11][C:12]1[C:13]([O:5][C@@H:6]2[CH2:10][CH2:9][O:8][CH2:7]2)=[CH:14][CH:15]=[CH:16][C:17]=1[OH:18], predict the reactants needed to synthesize it. The reactants are: CS([O:5][C@H:6]1[CH2:10][CH2:9][O:8][CH2:7]1)(=O)=O.[CH3:11][C:12]1[C:17]([OH:18])=[CH:16][CH:15]=[CH:14][C:13]=1O.C(=O)([O-])[O-].[Cs+].[Cs+].Cl. (8) Given the product [OH:2][C:3]1[C:21]([C:22]([F:23])([F:24])[F:25])=[CH:20][C:6]([C:7]([N:9]2[C:13]3[CH:14]=[CH:15][CH:16]=[CH:17][C:12]=3[S:11](=[O:18])(=[O:19])[CH2:10]2)=[O:8])=[CH:5][C:4]=1[S:26]([CH3:29])(=[O:28])=[O:27], predict the reactants needed to synthesize it. The reactants are: C[O:2][C:3]1[C:21]([C:22]([F:25])([F:24])[F:23])=[CH:20][C:6]([C:7]([N:9]2[C:13]3[CH:14]=[CH:15][CH:16]=[CH:17][C:12]=3[S:11](=[O:19])(=[O:18])[CH2:10]2)=[O:8])=[CH:5][C:4]=1[S:26]([CH3:29])(=[O:28])=[O:27].[Cl-].[Li+].Cl.